Dataset: Full USPTO retrosynthesis dataset with 1.9M reactions from patents (1976-2016). Task: Predict the reactants needed to synthesize the given product. (1) Given the product [Cl:8][C:7]1[N:6]=[C:5]2[C:9]([CH3:13])=[N:10][CH:11]=[CH:12][C:4]2=[N:3][C:2]=1[NH:17][CH:14]1[CH2:16][CH2:15]1, predict the reactants needed to synthesize it. The reactants are: Cl[C:2]1[N:3]=[C:4]2[CH:12]=[CH:11][N:10]=[C:9]([CH3:13])[C:5]2=[N:6][C:7]=1[Cl:8].[CH:14]1([NH2:17])[CH2:16][CH2:15]1.CCN(C(C)C)C(C)C. (2) Given the product [C:1]([O:5][C:6](=[O:37])[NH:7][C@@H:8]([C@H:19]1[CH2:20][CH2:21][C@H:22]([NH:25][C:26]([C:28]2[N:33]=[CH:32][N:31]3[CH:34]=[CH:35][CH:36]=[C:30]3[CH:29]=2)=[O:27])[CH2:23][CH2:24]1)[C:9]([N:11]1[CH2:15][CH2:14][CH2:13][C@H:12]1[C:16]#[N:17])=[O:10])([CH3:4])([CH3:2])[CH3:3], predict the reactants needed to synthesize it. The reactants are: [C:1]([O:5][C:6](=[O:37])[NH:7][C@@H:8]([C@H:19]1[CH2:24][CH2:23][C@H:22]([NH:25][C:26]([C:28]2[N:33]=[CH:32][N:31]3[CH:34]=[CH:35][CH:36]=[C:30]3[CH:29]=2)=[O:27])[CH2:21][CH2:20]1)[C:9]([N:11]1[CH2:15][CH2:14][CH2:13][C@H:12]1[C:16](=O)[NH2:17])=[O:10])([CH3:4])([CH3:3])[CH3:2].N1C=CN=C1.P(Cl)(Cl)(Cl)=O. (3) Given the product [O:35]1[CH2:40][CH2:39][N:38]([C:41]2[C:46]([NH:47][C:55]3[C:64]4[C:59](=[CH:60][C:61]([F:66])=[CH:62][C:63]=4[F:65])[N:58]=[C:57]([C:67]4[CH:68]=[N:69][C:70]([C:73]([F:74])([F:76])[F:75])=[CH:71][CH:72]=4)[C:56]=3[CH3:77])=[CH:45][C:44]([N:48]3[CH2:49][CH2:50][O:51][CH2:52][CH2:53]3)=[CH:43][N:42]=2)[CH2:37][CH2:36]1, predict the reactants needed to synthesize it. The reactants are: C1(P(C2CCCCC2)C2C=CC=CC=2C2C(C(C)C)=CC(C(C)C)=CC=2C(C)C)CCCCC1.[O:35]1[CH2:40][CH2:39][N:38]([C:41]2[C:46]([NH2:47])=[CH:45][C:44]([N:48]3[CH2:53][CH2:52][O:51][CH2:50][CH2:49]3)=[CH:43][N:42]=2)[CH2:37][CH2:36]1.Cl[C:55]1[C:64]2[C:59](=[CH:60][C:61]([F:66])=[CH:62][C:63]=2[F:65])[N:58]=[C:57]([C:67]2[CH:68]=[N:69][C:70]([C:73]([F:76])([F:75])[F:74])=[CH:71][CH:72]=2)[C:56]=1[CH3:77].CC(C)([O-])C.[Na+]. (4) Given the product [Br:12][C:8]1[CH:9]=[CH:10][CH:11]=[C:2]([C:13]2[CH:18]=[CH:17][CH:16]=[CH:15][CH:14]=2)[C:3]=1[C:4]([O:6][CH3:7])=[O:5], predict the reactants needed to synthesize it. The reactants are: Br[C:2]1[CH:11]=[CH:10][CH:9]=[C:8]([Br:12])[C:3]=1[C:4]([O:6][CH3:7])=[O:5].[C:13]1(B(O)O)[CH:18]=[CH:17][CH:16]=[CH:15][CH:14]=1.C(=O)([O-])[O-].[Na+].[Na+]. (5) Given the product [CH3:19][O:20][C:21]1[CH:28]=[CH:27][C:24]([CH:25]=[CH:9][C:10]2[CH:11]=[CH:12][C:13]([NH2:16])=[CH:14][CH:15]=2)=[CH:23][CH:22]=1, predict the reactants needed to synthesize it. The reactants are: C(OP([CH2:9][C:10]1[CH:15]=[CH:14][C:13]([N+:16]([O-])=O)=[CH:12][CH:11]=1)(=O)OCC)C.[CH3:19][O:20][C:21]1[CH:28]=[CH:27][C:24]([CH:25]=O)=[CH:23][CH:22]=1. (6) Given the product [CH3:18][C:19]1[CH:20]=[C:21]([CH2:26][CH2:27][CH2:28][NH:29][C:5](=[O:17])[CH2:6][C:7]2[CH:15]=[CH:14][C:12]([OH:13])=[C:9]([O:10][CH3:11])[CH:8]=2)[CH:22]=[CH:23][C:24]=1[CH3:25], predict the reactants needed to synthesize it. The reactants are: S(Cl)(Cl)=O.[C:5]([OH:17])(=O)[CH2:6][C:7]1[CH:15]=[CH:14][C:12]([OH:13])=[C:9]([O:10][CH3:11])[CH:8]=1.[CH3:18][C:19]1[CH:20]=[C:21]([CH2:26][CH2:27][CH2:28][NH2:29])[CH:22]=[CH:23][C:24]=1[CH3:25].C(N(CC)CC)C. (7) Given the product [C:34]([N:38]([CH2:39][CH3:40])[C:16]([C:13]1[N:14]=[CH:15][C:10]([C:9]#[C:8][C:4]2[CH:5]=[CH:6][CH:7]=[C:2]([F:1])[CH:3]=2)=[CH:11][N:12]=1)=[O:18])([CH3:37])([CH3:36])[CH3:35], predict the reactants needed to synthesize it. The reactants are: [F:1][C:2]1[CH:3]=[C:4]([C:8]#[C:9][C:10]2[CH:11]=[N:12][C:13]([C:16]([OH:18])=O)=[N:14][CH:15]=2)[CH:5]=[CH:6][CH:7]=1.C(Cl)(=O)C(Cl)=O.C(N(C(C)C)CC)(C)C.[C:34]([NH:38][CH2:39][CH3:40])([CH3:37])([CH3:36])[CH3:35].